The task is: Binary Classification. Given a drug SMILES string, predict its activity (active/inactive) in a high-throughput screening assay against a specified biological target.. This data is from M1 muscarinic receptor antagonist screen with 61,756 compounds. (1) The compound is O=C1CC(CC(=O)/C1=C(\NC(CC)CO)CC)(C)C. The result is 0 (inactive). (2) The drug is O=C(N1CCN(CC1)Cc1cc2OCOc2cc1)CCC1CCCCC1. The result is 0 (inactive).